This data is from Reaction yield outcomes from USPTO patents with 853,638 reactions. The task is: Predict the reaction yield, written as a fraction of the theoretical maximum amount of product (1.0 means a 100% yield; for example, 0.34 means a 34% yield). The reactants are [Cl:1][C:2]1[CH:34]=[CH:33][C:5]([O:6][C:7]2[CH:12]=[CH:11][C:10]([N:13]3[C@@H:17]([C:18]4[CH:23]=[CH:22][CH:21]=[C:20]([C:24]([F:27])([F:26])[F:25])[CH:19]=4)[CH2:16][C@H:15]([CH2:28][CH2:29][CH2:30][OH:31])[C:14]3=[O:32])=[CH:9][CH:8]=2)=[CH:4][CH:3]=1.[CH3:35][S:36](Cl)(=[O:38])=[O:37]. The catalyst is C(Cl)Cl. The product is [CH3:35][S:36]([O:31][CH2:30][CH2:29][CH2:28][C@H:15]1[CH2:16][C@H:17]([C:18]2[CH:23]=[CH:22][CH:21]=[C:20]([C:24]([F:26])([F:27])[F:25])[CH:19]=2)[N:13]([C:10]2[CH:9]=[CH:8][C:7]([O:6][C:5]3[CH:4]=[CH:3][C:2]([Cl:1])=[CH:34][CH:33]=3)=[CH:12][CH:11]=2)[C:14]1=[O:32])(=[O:38])=[O:37]. The yield is 0.990.